This data is from Orexin1 receptor HTS with 218,158 compounds and 233 confirmed actives. The task is: Binary Classification. Given a drug SMILES string, predict its activity (active/inactive) in a high-throughput screening assay against a specified biological target. (1) The compound is S(c1n(c(nn1)COc1ccc(OC)cc1)CC=C)Cn1nnc2c(c1=O)cccc2. The result is 0 (inactive). (2) The molecule is N=1C(Cc2c(C1C)cccc2C)(C)C. The result is 0 (inactive). (3) The drug is s1c(Cn2nnnc2C(N2CCN(C3CCCC3)CC2)CCC)ccc1. The result is 0 (inactive). (4) The molecule is O(Cc1nc2n([nH]c(c2)c2ccc(cc2)C)c(=O)c1)C. The result is 0 (inactive). (5) The compound is Clc1c(OC)cc(NC(=O)c2ccc(cc2)c2nc(sc2)C)c(OC)c1. The result is 0 (inactive). (6) The result is 0 (inactive). The drug is Oc1c2CCCCc2[nH]c(=O)c1C(=O)NCCc1ccc(OC)cc1. (7) The compound is s1c2n(c(c3ccc(cc3)C)c1)c(SCC(=O)Nc1nc(sn1)c1ccccc1)nn2. The result is 1 (active). (8) The drug is O(C(=O)CC(NC(=O)C)c1ccccc1)Cc1ccc([N+]([O-])=O)cc1. The result is 0 (inactive). (9) The compound is S(=O)(=O)(N(CC(O)COc1ccccc1)c1c(OC)cccc1)c1ccccc1. The result is 0 (inactive).